From a dataset of Reaction yield outcomes from USPTO patents with 853,638 reactions. Predict the reaction yield, written as a fraction of the theoretical maximum amount of product (1.0 means a 100% yield; for example, 0.34 means a 34% yield). (1) The reactants are I[CH2:2][C:3]1[CH:4]=[C:5]([CH3:22])[CH:6]=[C:7]2[C:12]=1[O:11][CH:10]([C:13]([F:16])([F:15])[F:14])[C:9]([C:17]([O:19][CH2:20][CH3:21])=[O:18])=[CH:8]2.[O-:23][CH2:24][CH3:25].[Na+]. The catalyst is CO. The product is [CH2:24]([O:23][CH2:2][C:3]1[CH:4]=[C:5]([CH3:22])[CH:6]=[C:7]2[C:12]=1[O:11][CH:10]([C:13]([F:16])([F:15])[F:14])[C:9]([C:17]([O:19][CH2:20][CH3:21])=[O:18])=[CH:8]2)[CH3:25]. The yield is 0.980. (2) The catalyst is CO. The reactants are [F:1][C:2]([F:14])([F:13])[C:3]1[O:7][N:6]=[C:5]([C:8]([O:10]CC)=[O:9])[CH:4]=1.[OH-].[Na+]. The product is [F:14][C:2]([F:1])([F:13])[C:3]1[O:7][N:6]=[C:5]([C:8]([OH:10])=[O:9])[CH:4]=1. The yield is 1.06. (3) The yield is 0.940. The reactants are [CH3:1][O:2][C:3]([C:5]1([CH2:11][CH2:12][CH:13]=C)[CH2:10][CH2:9][O:8][CH2:7][CH2:6]1)=[O:4].CO.CC[O:19]C(C)=O. The product is [CH3:1][O:2][C:3]([C:5]1([CH2:11][CH2:12][CH:13]=[O:19])[CH2:6][CH2:7][O:8][CH2:9][CH2:10]1)=[O:4]. The catalyst is CC(O)C.O.C(Cl)Cl.O=[Os](=O)(=O)=O. (4) The reactants are [O:1]=[C:2]([N:13]1[CH2:18][CH2:17][N:16]([C:19]2[C:24]([C:25]3[CH:30]=[CH:29][CH:28]=[CH:27][CH:26]=3)=[CH:23][N:22]=[C:21]3[NH:31][CH:32]=[CH:33][C:20]=23)[CH2:15][CH2:14]1)[CH2:3][CH2:4][NH:5]C(=O)OC(C)(C)C.C(O)(C(F)(F)F)=O. The catalyst is C(Cl)Cl. The product is [NH2:5][CH2:4][CH2:3][C:2]([N:13]1[CH2:18][CH2:17][N:16]([C:19]2[C:24]([C:25]3[CH:30]=[CH:29][CH:28]=[CH:27][CH:26]=3)=[CH:23][N:22]=[C:21]3[NH:31][CH:32]=[CH:33][C:20]=23)[CH2:15][CH2:14]1)=[O:1]. The yield is 0.990. (5) The reactants are [CH2:1]([N:4]1[C:12]2[C:11](=[O:13])[NH:10][C:9](=[O:14])[NH:8][C:7]=2[N:6]=[CH:5]1)[CH:2]=[CH2:3].C([O-])([O-])=O.[K+].[K+].[CH2:21](I)[CH2:22][CH2:23][CH3:24]. The catalyst is CN(C=O)C. The product is [CH2:21]([N:8]1[C:7]2[N:6]=[CH:5][N:4]([CH2:1][CH:2]=[CH2:3])[C:12]=2[C:11](=[O:13])[NH:10][C:9]1=[O:14])[CH2:22][CH2:23][CH3:24]. The yield is 0.680. (6) The reactants are [NH2:1][C:2]1[CH:3]=[CH:4][C:5]([O:19][CH2:20][CH2:21][CH3:22])=[C:6]([C:8]2[NH:13][C:12](=[O:14])[C:11]([CH2:15][CH3:16])=[C:10]([CH2:17][CH3:18])[N:9]=2)[CH:7]=1.C([O-])=O.[NH4+].[C:27](#N)[CH3:28]. The catalyst is [Pd]. The product is [CH2:15]([C:11]1[C:12](=[O:14])[NH:13][C:8]([C:6]2[CH:7]=[C:2]([NH:1][CH2:27][CH3:28])[CH:3]=[CH:4][C:5]=2[O:19][CH2:20][CH2:21][CH3:22])=[N:9][C:10]=1[CH2:17][CH3:18])[CH3:16]. The yield is 0.790. (7) The reactants are C1CCN2C(=NCCC2)CC1.[Br:12][C:13]1[N:18]=[CH:17][C:16]2[CH:19]=[C:20]([C:26]3[CH:27]=[N:28][N:29]([C:31]([O:33][C:34]([CH3:37])([CH3:36])[CH3:35])=[O:32])[CH:30]=3)[N:21](S(C)(=O)=O)[C:15]=2[CH:14]=1.C(O)(C)(C)C. The catalyst is C1COCC1.O. The product is [Br:12][C:13]1[N:18]=[CH:17][C:16]2[CH:19]=[C:20]([C:26]3[CH:27]=[N:28][N:29]([C:31]([O:33][C:34]([CH3:37])([CH3:36])[CH3:35])=[O:32])[CH:30]=3)[NH:21][C:15]=2[CH:14]=1. The yield is 0.580.